Dataset: NCI-60 drug combinations with 297,098 pairs across 59 cell lines. Task: Regression. Given two drug SMILES strings and cell line genomic features, predict the synergy score measuring deviation from expected non-interaction effect. Drug 1: C1CCC(C1)C(CC#N)N2C=C(C=N2)C3=C4C=CNC4=NC=N3. Drug 2: C(=O)(N)NO. Cell line: EKVX. Synergy scores: CSS=8.42, Synergy_ZIP=-0.143, Synergy_Bliss=1.89, Synergy_Loewe=-15.5, Synergy_HSA=1.01.